This data is from HIV replication inhibition screening data with 41,000+ compounds from the AIDS Antiviral Screen. The task is: Binary Classification. Given a drug SMILES string, predict its activity (active/inactive) in a high-throughput screening assay against a specified biological target. (1) The compound is O=C1NC(=O)C(=Cc2cccc([N+](=O)[O-])c2)N1. The result is 0 (inactive). (2) The result is 0 (inactive). The molecule is Oc1nccc(CNC23CC4CC(CC(C4)C2)C3)c1O.[NaH]. (3) The molecule is COC(=O)C(CCCNC(=N)N)NC(=O)CCCCCCCCCCNC(=O)c1cc(CNC2=NCCN2)cc(CNC2=NCCN2)c1.Cl. The result is 0 (inactive).